From a dataset of Catalyst prediction with 721,799 reactions and 888 catalyst types from USPTO. Predict which catalyst facilitates the given reaction. (1) Reactant: [NH2:1][C:2]1[CH:7]=[CH:6][C:5]([C:8]([CH3:12])([CH3:11])[C:9]#[N:10])=[CH:4][C:3]=1[CH3:13].[CH3:14][O:15][C:16]1[CH:17]=[C:18]([CH:22]=[CH:23][C:24]=1[O:25][CH3:26])[C:19](Cl)=[O:20].C(N(CC)CC)C. Product: [C:9]([C:8]([CH3:11])([CH3:12])[C:5]1[CH:6]=[CH:7][C:2]([NH:1][C:19](=[O:20])[C:18]2[CH:22]=[CH:23][C:24]([O:25][CH3:26])=[C:16]([O:15][CH3:14])[CH:17]=2)=[C:3]([CH3:13])[CH:4]=1)#[N:10]. The catalyst class is: 2. (2) Reactant: [CH3:1][C@H:2]1[CH2:7][CH2:6][C@H:5]([C:8]([N:10]([CH:33]([CH3:35])[CH3:34])[C:11]2[CH:15]=[C:14]([C:16]3[CH:21]=[CH:20][C:19]([NH:22][C:23]([C:25]4[N:26]=[CH:27][S:28][CH:29]=4)=[O:24])=[CH:18][CH:17]=3)[S:13][C:12]=2[C:30]([OH:32])=[O:31])=[O:9])[CH2:4][CH2:3]1.[OH-].[Mg+2:37].[OH-].CC(O)C.O. Product: [CH3:1][C@H:2]1[CH2:7][CH2:6][C@H:5]([C:8]([N:10]([CH:33]([CH3:35])[CH3:34])[C:11]2[CH:15]=[C:14]([C:16]3[CH:17]=[CH:18][C:19]([NH:22][C:23]([C:25]4[N:26]=[CH:27][S:28][CH:29]=4)=[O:24])=[CH:20][CH:21]=3)[S:13][C:12]=2[C:30]([O-:32])=[O:31])=[O:9])[CH2:4][CH2:3]1.[Mg+2:37].[CH3:1][C@H:2]1[CH2:7][CH2:6][C@H:5]([C:8]([N:10]([C:11]2[CH:15]=[C:14]([C:16]3[CH:17]=[CH:18][C:19]([NH:22][C:23]([C:25]4[N:26]=[CH:27][S:28][CH:29]=4)=[O:24])=[CH:20][CH:21]=3)[S:13][C:12]=2[C:30]([O-:32])=[O:31])[CH:33]([CH3:34])[CH3:35])=[O:9])[CH2:4][CH2:3]1. The catalyst class is: 824. (3) Reactant: C([O:9][C@@H:10]1[C@@H:36]([O:37]C(=O)C2C=CC=CC=2)[C@H:35]([C@@H:46]([CH2:56][O:57]C(=O)C2C=CC=CC=2)[O:47]C(=O)C2C=CC=CC=2)[O:34][C@H:11]1[S:12][CH:13]([CH2:24][CH2:25][CH2:26][CH2:27][CH2:28][CH2:29][CH2:30][CH2:31][CH2:32][CH3:33])[CH2:14][CH2:15][CH2:16][CH2:17][CH2:18][CH2:19][CH2:20][CH2:21][CH2:22][CH3:23])(=O)C1C=CC=CC=1. Product: [S:12]([CH:13]([CH2:24][CH2:25][CH2:26][CH2:27][CH2:28][CH2:29][CH2:30][CH2:31][CH2:32][CH3:33])[CH2:14][CH2:15][CH2:16][CH2:17][CH2:18][CH2:19][CH2:20][CH2:21][CH2:22][CH3:23])[C@@H:11]1[O:34][C@@H:35]([C@@H:46]([CH2:56][OH:57])[OH:47])[C@H:36]([OH:37])[C@H:10]1[OH:9]. The catalyst class is: 25. (4) Reactant: [C:1]1([C:7]2[CH:15]=[C:14]3[C:10]([CH2:11][C:12](=[O:16])[NH:13]3)=[CH:9][CH:8]=2)[CH:6]=[CH:5][CH:4]=[CH:3][CH:2]=1.[CH:17]([C:19]1[NH:23][C:22]2[CH2:24][CH2:25][CH2:26][CH2:27][CH2:28][C:21]=2[C:20]=1[CH2:29][CH2:30][C:31]([OH:33])=[O:32])=O.N1CCCCC1. Product: [O:16]=[C:12]1[NH:13][C:14]2[C:10](/[C:11]/1=[CH:17]/[C:19]1[NH:23][C:22]3[CH2:24][CH2:25][CH2:26][CH2:27][CH2:28][C:21]=3[C:20]=1[CH2:29][CH2:30][C:31]([OH:33])=[O:32])=[CH:9][CH:8]=[C:7]([C:1]1[CH:2]=[CH:3][CH:4]=[CH:5][CH:6]=1)[CH:15]=2. The catalyst class is: 8. (5) Reactant: [CH2:1]([N:3](S(C1C=CC=CC=1[N+]([O-])=O)(=O)=O)[CH:4]([CH3:9])[C:5]([O:7][CH3:8])=[O:6])[CH3:2].C1(S)C=CC=CC=1.C([O-])([O-])=O.[K+].[K+]. Product: [CH2:1]([NH:3][CH:4]([CH3:9])[C:5]([O:7][CH3:8])=[O:6])[CH3:2]. The catalyst class is: 10. (6) Reactant: [NH2:1][CH2:2][C@H:3]1[O:8][C@@:7]2([C:16]3[C:11](=[CH:12][C:13]([Cl:26])=[C:14]([CH2:17][C:18]4[CH:23]=[CH:22][C:21]([CH2:24][CH3:25])=[CH:20][CH:19]=4)[CH:15]=3)[CH2:10][O:9]2)[C@H:6]([OH:27])[C@@H:5]([OH:28])[C@@H:4]1[OH:29].N1C=CC=CC=1.[C:36](Cl)(=[O:41])[C:37]([CH3:40])([CH3:39])[CH3:38]. Product: [Cl:26][C:13]1[CH:12]=[C:11]2[C:16](=[CH:15][C:14]=1[CH2:17][C:18]1[CH:19]=[CH:20][C:21]([CH2:24][CH3:25])=[CH:22][CH:23]=1)[C@:7]1([C@H:6]([OH:27])[C@@H:5]([OH:28])[C@H:4]([OH:29])[C@@H:3]([CH2:2][NH:1][C:36](=[O:41])[C:37]([CH3:40])([CH3:39])[CH3:38])[O:8]1)[O:9][CH2:10]2. The catalyst class is: 112.